This data is from Peptide-MHC class II binding affinity with 134,281 pairs from IEDB. The task is: Regression. Given a peptide amino acid sequence and an MHC pseudo amino acid sequence, predict their binding affinity value. This is MHC class II binding data. (1) The peptide sequence is CGIFALISFLLLAGR. The MHC is H-2-IAb with pseudo-sequence H-2-IAb. The binding affinity (normalized) is 0. (2) The peptide sequence is NAGFKAALAAAAGVP. The MHC is HLA-DQA10501-DQB10301 with pseudo-sequence HLA-DQA10501-DQB10301. The binding affinity (normalized) is 0.539. (3) The peptide sequence is LGTFDTVQIIKLLPF. The MHC is DRB1_0101 with pseudo-sequence DRB1_0101. The binding affinity (normalized) is 0.545. (4) The peptide sequence is TISSYFVGKMYFN. The MHC is H-2-IAd with pseudo-sequence H-2-IAd. The binding affinity (normalized) is 0. (5) The peptide sequence is ELYYAIYKASPTLAF. The MHC is HLA-DPA10201-DPB11401 with pseudo-sequence HLA-DPA10201-DPB11401. The binding affinity (normalized) is 0.421.